Predict the product of the given reaction. From a dataset of Forward reaction prediction with 1.9M reactions from USPTO patents (1976-2016). (1) Given the reactants [NH2:1][NH2:2].[C:3]([O:7][C:8](=[O:37])[NH:9][C:10]1([C:14]2[CH:19]=[CH:18][C:17]([C:20]3[C:29]([C:30]4[CH:35]=[CH:34][CH:33]=[CH:32][CH:31]=4)=[CH:28][C:27]4[C:22](=[CH:23][CH:24]=[N:25][C:26]=4Cl)[N:21]=3)=[CH:16][CH:15]=2)[CH2:13][CH2:12][CH2:11]1)([CH3:6])([CH3:5])[CH3:4].C(OCC)(=O)C, predict the reaction product. The product is: [C:3]([O:7][C:8](=[O:37])[NH:9][C:10]1([C:14]2[CH:19]=[CH:18][C:17]([C:20]3[C:29]([C:30]4[CH:35]=[CH:34][CH:33]=[CH:32][CH:31]=4)=[CH:28][C:27]4[C:22](=[CH:23][CH:24]=[N:25][C:26]=4[NH:1][NH2:2])[N:21]=3)=[CH:16][CH:15]=2)[CH2:13][CH2:12][CH2:11]1)([CH3:6])([CH3:5])[CH3:4]. (2) The product is: [F:11][C:12]1([F:17])[CH2:16][CH2:15][N:14]([C:2]2[N:3]=[CH:4][N:5]=[C:6]([N:8]3[C:38](=[O:39])[C:37]([N:43]4[CH:47]=[C:46]([C:48]#[N:49])[N:45]=[N:44]4)=[CH:36][NH:9]3)[CH:7]=2)[CH2:13]1. Given the reactants Cl[C:2]1[CH:7]=[C:6]([NH:8][NH2:9])[N:5]=[CH:4][N:3]=1.Cl.[F:11][C:12]1([F:17])[CH2:16][CH2:15][NH:14][CH2:13]1.C(N(C(C)C)C(C)C)C.FC(F)(F)C(O)=O.CN(C)[CH:36]=[C:37]([N:43]1[CH:47]=[C:46]([C:48]#[N:49])[N:45]=[N:44]1)[C:38](OCC)=[O:39], predict the reaction product.